This data is from Forward reaction prediction with 1.9M reactions from USPTO patents (1976-2016). The task is: Predict the product of the given reaction. (1) Given the reactants [C:1]([O:5][C:6]([N:8]1[CH2:13][CH2:12][CH2:11][CH2:10][C@@H:9]1[C@@H:14]([OH:38])[C@@H:15]([N:23](CC1C=CC=CC=1)CC1C=CC=CC=1)[CH2:16][C:17]1[CH:22]=[CH:21][CH:20]=[CH:19][CH:18]=1)=[O:7])([CH3:4])([CH3:3])[CH3:2].[H][H], predict the reaction product. The product is: [C:1]([O:5][C:6]([N:8]1[CH2:13][CH2:12][CH2:11][CH2:10][C@@H:9]1[C@@H:14]([OH:38])[C@@H:15]([NH2:23])[CH2:16][C:17]1[CH:18]=[CH:19][CH:20]=[CH:21][CH:22]=1)=[O:7])([CH3:4])([CH3:2])[CH3:3]. (2) The product is: [CH:21]1([C:24]2[C:29]([N:30]3[C:34]([CH3:35])=[N:33][N:32]=[N:31]3)=[CH:28][C:27]([NH:36][C:3]3[N:8]=[C:7]([NH:9][CH:10]4[CH2:15][C:14]([CH3:17])([CH3:16])[NH:13][C:12]([CH3:19])([CH3:18])[CH2:11]4)[C:6]([F:20])=[CH:5][N:4]=3)=[C:26]([F:37])[CH:25]=2)[CH2:22][CH2:23]1. Given the reactants Cl.Cl[C:3]1[N:8]=[C:7]([NH:9][CH:10]2[CH2:15][C:14]([CH3:17])([CH3:16])[NH:13][C:12]([CH3:19])([CH3:18])[CH2:11]2)[C:6]([F:20])=[CH:5][N:4]=1.[CH:21]1([C:24]2[C:29]([N:30]3[C:34]([CH3:35])=[N:33][N:32]=[N:31]3)=[CH:28][C:27]([NH2:36])=[C:26]([F:37])[CH:25]=2)[CH2:23][CH2:22]1, predict the reaction product. (3) Given the reactants [O:1]=[CH:2][C:3]1[CH:11]=[CH:10][C:8]([OH:9])=[C:5]([O:6][CH3:7])[CH:4]=1.F[C:13]1[CH:20]=[CH:19][C:16]([C:17]#[N:18])=[CH:15][C:14]=1[C:21]([F:24])([F:23])[F:22], predict the reaction product. The product is: [CH:2]([C:3]1[CH:11]=[CH:10][C:8]([O:9][C:13]2[CH:20]=[CH:19][C:16]([C:17]#[N:18])=[CH:15][C:14]=2[C:21]([F:22])([F:24])[F:23])=[C:5]([O:6][CH3:7])[CH:4]=1)=[O:1]. (4) Given the reactants [C:1]([C:4]1[CH:5]=[N:6][N:7]([CH2:9][CH:10]2[CH2:15][CH2:14][N:13](C(OC(C)(C)C)=O)[CH2:12][CH2:11]2)[CH:8]=1)(=[O:3])[NH2:2].[ClH:23], predict the reaction product. The product is: [ClH:23].[NH:13]1[CH2:14][CH2:15][CH:10]([CH2:9][N:7]2[CH:8]=[C:4]([C:1]([NH2:2])=[O:3])[CH:5]=[N:6]2)[CH2:11][CH2:12]1. (5) The product is: [CH3:23][O:22][C:20](=[O:21])[CH2:19][CH2:18][S:17][CH2:6][C:5]1[CH:8]=[CH:9][C:2]([Br:1])=[CH:3][CH:4]=1. Given the reactants [Br:1][C:2]1[CH:9]=[CH:8][C:5]([CH2:6]Br)=[CH:4][CH:3]=1.C(N(CC)CC)C.[SH:17][CH2:18][CH2:19][C:20]([O:22][CH3:23])=[O:21].CCOC(C)=O, predict the reaction product. (6) Given the reactants [CH:1]12[CH2:10][CH:5]3[CH2:6][CH:7]([CH2:9][CH:3]([CH2:4]3)[CH:2]1[N:11]1[C:14](=[O:15])[C:13]([CH3:17])([CH3:16])[NH:12]1)[CH2:8]2.[CH:18]1([CH2:21]Br)[CH2:20][CH2:19]1, predict the reaction product. The product is: [CH:18]1([CH2:21][N:12]2[C:13]([CH3:17])([CH3:16])[C:14](=[O:15])[N:11]2[CH:2]2[CH:3]3[CH2:4][CH:5]4[CH2:6][CH:7]([CH2:8][CH:1]2[CH2:10]4)[CH2:9]3)[CH2:20][CH2:19]1.